This data is from Experimentally validated miRNA-target interactions with 360,000+ pairs, plus equal number of negative samples. The task is: Binary Classification. Given a miRNA mature sequence and a target amino acid sequence, predict their likelihood of interaction. (1) The miRNA is hsa-miR-3613-3p with sequence ACAAAAAAAAAAGCCCAACCCUUC. The protein sequence of the target gene is MFRLKTLPLLIFLHTQLANAFPVPEHLEEKNIKTAENYLRKFYNLPSNQFRSSRNATMVAEKLKEMQRFFSLAETGKLDAATMGIMEMPRCGVPDSGDFLLTPGSPKWTHTNLTYRIINHTPQLSRAEVKTAIEKAFHVWSVASPLTFTEILQGEADINIAFVSRDHGDNSPFDGPNGILAHAFQPGQGIGGDAHFDSEETWTQDSKNYNLFLVAAHEFGHSLGLSHSTDPGALMYPNYAYREPSTYSLPQDDINGIQTIYGPSDNPIQPTGPSTPKACDPHLRFDATTTLRGEIYFFKD.... Result: 0 (no interaction). (2) The miRNA is hsa-miR-4462 with sequence UGACACGGAGGGUGGCUUGGGAA. The protein sequence of the target gene is MEPAVSEPMRDQVARTHLTEDTPKVNADIEKVNQNQAKRCTVIGGSGFLGQHMVEQLLARGYAVNVFDIQQGFDNPQVRFFLGDLCSRQDLYPALKGVNTVFHCASPPPSSNNKELFYRVNYIGTKNVIETCKEAGVQKLILTSSASVIFEGVDIKNGTEDLPYAMKPIDYYTETKILQERAVLGANDPEKNFLTTAIRPHGIFGPRDPQLVPILIEAARNGKMKFVIGNGKNLVDFTFVENVVHGHILAAEQLSRDSTLGGKAFHITNDEPIPFWTFLSRILTGLNYEAPKYHIPYWVA.... Result: 0 (no interaction). (3) The miRNA is hsa-miR-1202 with sequence GUGCCAGCUGCAGUGGGGGAG. The protein sequence of the target gene is MLDGSPLARWLAAAFGLTLLLAALRPSAAYFGLTGSEPLTILPLTLEPEAAAQAHYKACDRLKLERKQRRMCRRDPGVAETLVEAVSMSALECQFQFRFERWNCTLEGRYRASLLKRGFKETAFLYAISSAGLTHALAKACSAGRMERCTCDEAPDLENREAWQWGGCGDNLKYSSKFVKEFLGRRSSKDLRARVDFHNNLVGVKVIKAGVETTCKCHGVSGSCTVRTCWRQLAPFHEVGKHLKHKYETALKVGSTTNEAAGEAGAISPPRGRASGAGGSDPLPRTPELVHLDDSPSFCL.... Result: 1 (interaction). (4) The miRNA is hsa-miR-4739 with sequence AAGGGAGGAGGAGCGGAGGGGCCCU. The protein sequence of the target gene is MIMNSAVSLVILLSLLCEAHTVVLLNPTDSSLPANNFTDTEAALSTPLESADIPKARRKRYISQNDMIAILDYHNQVRGKVFPPAANMEYMVWDENLAKSAEAWAATCIWDHGPSYLLRFLGQNLSVRTGRYRSILQLVKPWYDEVKDYAFPYPQDCNPRCPMRCFGPMCTHYTQMVWATSNRIGCAIHTCQNMNVWGSVWRRAVYLVCNYAPKGNWIGEAPYKVGVPCSSCPPSYGGACTDNLCFPGVTTNYLYWFK. Result: 0 (no interaction). (5) The miRNA is hsa-miR-5100 with sequence UUCAGAUCCCAGCGGUGCCUCU. The protein sequence of the target gene is MIEVLTTDSQKLLHQLNTLLEQESRCQPKVCGLKLIESAHDNGLRMTARLRDFEVKDLLSLTQFFGFDTETFSLAVNLLDRFLSKMKVQAKHLGCVGLSCFYLAVKATEEERNVPLATDLIRISQYRFTVSDLMRMEKIVLEKVCWKVKATTAFQFLQLYYSLVHDTLPFERRNDLNFERLEAQLKACHCRIIFSKAKPSVLALSILALEIQALKYVELTEGVECIQKHSKISGRDLTFWQELVSKCLTEYSSNKCSKPNGQKLKWIVSGRTARQLKHSYYRITHLPTIPETIC. Result: 0 (no interaction). (6) The miRNA is mmu-miR-7000-3p with sequence CACCCACCUGCCUGUCCUCCAG. The protein sequence of the target gene is MSLMVVSMACVGLFLVQRAGPHMGGQDKPFLSAWPSAVVPRGGHVTLRCHYRHRFNNFMLYKEDRIHIPIFHGRIFQESFNMSPVTTAHAGNYTCRGSHPHSPTGWSAPSNPVVIMVTGNHRKPSLLAHPGPLVKSGERVILQCWSDIMFEHFFLHKEGISKDPSRLVGQIHDGVSKANFSIGPMMLALAGTYRCYGSVTHTPYQLSAPSDPLDIVVTGPYEKPSLSAQPGPKVQAGESVTLSCSSRSSYDMYHLSREGGAHERRLPAVRKVNRTFQADFPLGPATHGGTYRCFGSFRHS.... Result: 0 (no interaction).